This data is from Reaction yield outcomes from USPTO patents with 853,638 reactions. The task is: Predict the reaction yield, written as a fraction of the theoretical maximum amount of product (1.0 means a 100% yield; for example, 0.34 means a 34% yield). (1) The reactants are [N+:1]([C:4]1[CH:9]=[CH:8][CH:7]=[CH:6][C:5]=1[CH2:10][C:11](=O)[CH3:12])([O-])=O.C([O-])(=O)C.[Na+]. The catalyst is [Fe].C(O)(=O)C. The product is [CH3:12][C:11]1[NH:1][C:4]2[C:5]([CH:10]=1)=[CH:6][CH:7]=[CH:8][CH:9]=2. The yield is 0.680. (2) The product is [Cl:1][C:2]1[C:11]([NH:15][NH2:16])=[N:10][C:9]2[C:4](=[CH:5][CH:6]=[C:7]([Cl:13])[CH:8]=2)[N:3]=1. The reactants are [Cl:1][C:2]1[C:11](Cl)=[N:10][C:9]2[C:4](=[CH:5][CH:6]=[C:7]([Cl:13])[CH:8]=2)[N:3]=1.O.[NH2:15][NH2:16]. The yield is 0.340. The catalyst is CCO. (3) The reactants are [O-2].[Ca+2].C1(N[NH:10][C:11]([CH:13]2[CH2:16][CH2:15][CH2:14]2)=[O:12])C=CC=CC=1.Cl.N1[C:27]2[C:22](=[CH:23][CH:24]=[CH:25][CH:26]=2)C=CC=1. No catalyst specified. The product is [NH:10]1[C:27]2[C:22](=[CH:23][CH:24]=[CH:25][CH:26]=2)[C:13]2([CH2:14][CH2:15][CH2:16]2)[C:11]1=[O:12]. The yield is 0.430. (4) The reactants are [S:1]1[CH:5]=[CH:4][C:3]([CH2:6][O:7][C:8]2[CH:13]=[CH:12][C:11]([CH2:14][C:15](Cl)=[N:16][OH:17])=[CH:10][CH:9]=2)=[CH:2]1.[C:19]([C:21]1[C:22]([NH2:28])=[N:23][C:24]([NH2:27])=[CH:25][CH:26]=1)#[CH:20].C(N(CC)CC)C. The catalyst is O1CCCC1. The product is [S:1]1[CH:5]=[CH:4][C:3]([CH2:6][O:7][C:8]2[CH:13]=[CH:12][C:11]([CH2:14][C:15]3[CH:20]=[C:19]([C:21]4[C:22]([NH2:28])=[N:23][C:24]([NH2:27])=[CH:25][CH:26]=4)[O:17][N:16]=3)=[CH:10][CH:9]=2)=[CH:2]1. The yield is 0.360. (5) The product is [Cl:10][CH2:11][CH2:12][CH2:13][O:1][C:2]1[CH:3]=[N:4][CH:5]=[CH:6][CH:7]=1. The reactants are [OH:1][C:2]1[CH:3]=[N:4][CH:5]=[CH:6][CH:7]=1.[H-].[Na+].[Cl:10][CH2:11][CH2:12][CH2:13]I.O. The catalyst is CN(C)C=O.[Na+].[Cl-]. The yield is 0.873. (6) The reactants are Cl[C:2]1[CH:3]=[CH:4][N:5]2[C:10]([C:11]=1[CH3:12])=[C:9]([CH:13]1[CH2:15][CH2:14]1)[CH:8]=[C:7]([C:16]([O:18][CH3:19])=[O:17])[C:6]2=[O:20].C(=O)([O-])[O-].[Cs+].[Cs+].CC1(C)C(C)(C)OB([C:35]2[CH:36]=[C:37]3[C:41](=[CH:42][CH:43]=2)[NH:40][N:39]=[CH:38]3)O1.COCCOC. The catalyst is C(Cl)Cl.O.C1(P(C2C=CC=CC=2)[C-]2C=CC=C2)C=CC=CC=1.[C-]1(P(C2C=CC=CC=2)C2C=CC=CC=2)C=CC=C1.[Fe+2].[Pd](Cl)Cl. The product is [CH:13]1([C:9]2[CH:8]=[C:7]([C:16]([O:18][CH3:19])=[O:17])[C:6](=[O:20])[N:5]3[C:10]=2[C:11]([CH3:12])=[C:2]([C:35]2[CH:36]=[C:37]4[C:41](=[CH:42][CH:43]=2)[NH:40][N:39]=[CH:38]4)[CH:3]=[CH:4]3)[CH2:15][CH2:14]1. The yield is 0.720.